From a dataset of Rat liver microsome stability data. Regression/Classification. Given a drug SMILES string, predict its absorption, distribution, metabolism, or excretion properties. Task type varies by dataset: regression for continuous measurements (e.g., permeability, clearance, half-life) or binary classification for categorical outcomes (e.g., BBB penetration, CYP inhibition). Dataset: rlm. (1) The molecule is CSc1cccc(NC(=O)CC[C@H]2O[C@@H]3O[C@]4(C)CC[C@H]5[C@H](C)CC[C@@H]([C@@H]2C)[C@@]35OO4)c1. The result is 1 (stable in rat liver microsomes). (2) The drug is CC(C)n1nc(Cc2cc(F)cc(Cl)c2)c2c(N)ncnc21. The result is 1 (stable in rat liver microsomes). (3) The compound is O=C(N[C@H](Cc1c[nH]c2ccccc12)C(=O)Nc1ccncc1)c1ccc(-c2ccc(OCc3ccc(F)cc3)c(C(F)(F)F)c2)cc1F. The result is 0 (unstable in rat liver microsomes). (4) The result is 1 (stable in rat liver microsomes). The molecule is FC(F)(F)c1ccccc1-c1nc(NCc2cccs2)c2ccccc2n1. (5) The compound is Cc1nc(-c2cc3cc(NCc4ccccc4)cc(C#N)c3[nH]2)sc1C(=O)O. The result is 0 (unstable in rat liver microsomes). (6) The compound is Nc1c(S(=O)(=O)c2cccs2)c2nc3ccccc3nc2n1Cc1ccccc1. The result is 1 (stable in rat liver microsomes). (7) The compound is Cc1ccc(N(C)S(=O)(=O)c2ccc(-c3cnc(C4CC4)o3)cc2)cc1. The result is 1 (stable in rat liver microsomes). (8) The drug is Cc1ccc(-c2csc(N3CCC(C(N)=O)CC3)n2)cc1. The result is 1 (stable in rat liver microsomes). (9) The molecule is CC#C[C@@H](Cc1nn[nH]n1)c1ccc(OCc2ccc3scc(-c4cccnc4C)c3c2)cc1. The result is 1 (stable in rat liver microsomes). (10) The compound is COc1ccc(-c2nc(Nc3ccc(F)c(F)c3)c3ccccc3n2)cc1. The result is 0 (unstable in rat liver microsomes).